This data is from Full USPTO retrosynthesis dataset with 1.9M reactions from patents (1976-2016). The task is: Predict the reactants needed to synthesize the given product. (1) Given the product [Br:1][C:2]1[C:9]([F:10])=[CH:8][CH:7]=[C:6]2[C:3]=1[CH:4]=[N:21][N:20]2[C:17]1[CH:18]=[CH:19][C:14]([F:13])=[CH:15][CH:16]=1, predict the reactants needed to synthesize it. The reactants are: [Br:1][C:2]1[C:9]([F:10])=[CH:8][CH:7]=[C:6](F)[C:3]=1[CH:4]=O.Cl.[F:13][C:14]1[CH:19]=[CH:18][C:17]([NH:20][NH2:21])=[CH:16][CH:15]=1.C(=O)([O-])[O-].[Cs+].[Cs+]. (2) Given the product [C:31]([C:2]1[S:6][C:5]([NH:7][C:8]([NH:10][CH2:11][C:12]2[CH:17]=[CH:16][CH:15]=[C:14]([F:18])[CH:13]=2)=[O:9])=[N:4][C:3]=1[CH2:19][N:20]([CH3:30])[C:21]([C:23]1[C:24]([CH3:29])=[N:25][O:26][C:27]=1[CH3:28])=[O:22])#[N:32], predict the reactants needed to synthesize it. The reactants are: Br[C:2]1[S:6][C:5]([NH:7][C:8]([NH:10][CH2:11][C:12]2[CH:17]=[CH:16][CH:15]=[C:14]([F:18])[CH:13]=2)=[O:9])=[N:4][C:3]=1[CH2:19][N:20]([CH3:30])[C:21]([C:23]1[C:24]([CH3:29])=[N:25][O:26][C:27]=1[CH3:28])=[O:22].[C:31]([Cu])#[N:32].[C-]#N.[K+]. (3) Given the product [CH2:15]([O:14][C:7]([O:8][CH2:9][CH3:10])([O:11][CH2:12][CH3:13])[C:6]#[CH:5])[CH3:16], predict the reactants needed to synthesize it. The reactants are: [OH-].[Na+].C[Si](C)(C)[C:5]#[C:6][C:7]([O:14][CH2:15][CH3:16])([O:11][CH2:12][CH3:13])[O:8][CH2:9][CH3:10]. (4) Given the product [OH2:12].[C:24]([O-:37])(=[O:36])[CH2:25][CH2:26][CH2:27][CH2:28][CH2:29][CH2:30][CH2:31][CH2:32][CH2:33][CH2:34][CH3:35].[Er+3:38].[C:39]([O-:52])(=[O:51])[CH2:40][CH2:41][CH2:42][CH2:43][CH2:44][CH2:45][CH2:46][CH2:47][CH2:48][CH2:49][CH3:50].[C:53]([O-:66])(=[O:65])[CH2:54][CH2:55][CH2:56][CH2:57][CH2:58][CH2:59][CH2:60][CH2:61][CH2:62][CH2:63][CH3:64], predict the reactants needed to synthesize it. The reactants are: [OH-].C[NH+](C)C.C([SiH3])CC.[NH4+].[Si](OCC)(OCC)(OCC)[O:12]CC.[C:24]([O-:37])(=[O:36])[CH2:25][CH2:26][CH2:27][CH2:28][CH2:29][CH2:30][CH2:31][CH2:32][CH2:33][CH2:34][CH3:35].[Er+3:38].[C:39]([O-:52])(=[O:51])[CH2:40][CH2:41][CH2:42][CH2:43][CH2:44][CH2:45][CH2:46][CH2:47][CH2:48][CH2:49][CH3:50].[C:53]([O-:66])(=[O:65])[CH2:54][CH2:55][CH2:56][CH2:57][CH2:58][CH2:59][CH2:60][CH2:61][CH2:62][CH2:63][CH3:64].[OH-].C[N+](C)(C)C.